This data is from Reaction yield outcomes from USPTO patents with 853,638 reactions. The task is: Predict the reaction yield, written as a fraction of the theoretical maximum amount of product (1.0 means a 100% yield; for example, 0.34 means a 34% yield). (1) The product is [NH:29]1[CH:28]=[C:27]([C:2]2[CH:18]=[CH:17][C:5]3[C:6]4[N:7]=[C:8]([C:14]([OH:16])=[O:15])[S:9][C:10]=4[CH2:11][CH2:12][O:13][C:4]=3[CH:3]=2)[CH:31]=[N:30]1. The catalyst is C(OCC)(=O)C.C1C=CC([P]([Pd]([P](C2C=CC=CC=2)(C2C=CC=CC=2)C2C=CC=CC=2)([P](C2C=CC=CC=2)(C2C=CC=CC=2)C2C=CC=CC=2)[P](C2C=CC=CC=2)(C2C=CC=CC=2)C2C=CC=CC=2)(C2C=CC=CC=2)C2C=CC=CC=2)=CC=1. The reactants are Br[C:2]1[CH:18]=[CH:17][C:5]2[C:6]3[N:7]=[C:8]([C:14]([OH:16])=[O:15])[S:9][C:10]=3[CH2:11][CH2:12][O:13][C:4]=2[CH:3]=1.CC1(C)C(C)(C)OB([C:27]2[CH:28]=[N:29][NH:30][CH:31]=2)O1.C(=O)(O)[O-].[Na+].O.C(#N)C. The yield is 1.03. (2) The reactants are [F:1][C:2]1[CH:11]=[C:10]2[C:5]([CH:6]=[CH:7][NH:8][C:9]2=O)=[CH:4][C:3]=1[O:13][CH3:14].O=P(Cl)(Cl)[Cl:17]. No catalyst specified. The product is [Cl:17][C:9]1[C:10]2[C:5](=[CH:4][C:3]([O:13][CH3:14])=[C:2]([F:1])[CH:11]=2)[CH:6]=[CH:7][N:8]=1. The yield is 0.550.